The task is: Predict which catalyst facilitates the given reaction.. This data is from Catalyst prediction with 721,799 reactions and 888 catalyst types from USPTO. (1) Reactant: [Cl:1][C:2]1[CH:7]=[CH:6][C:5]([C:8]2([C:13]([O:15]C(C)(C)C)=[O:14])[CH2:12][CH2:11][CH2:10][CH2:9]2)=[CH:4][CH:3]=1.C(O)(C(F)(F)F)=O. Product: [Cl:1][C:2]1[CH:3]=[CH:4][C:5]([C:8]2([C:13]([OH:15])=[O:14])[CH2:12][CH2:11][CH2:10][CH2:9]2)=[CH:6][CH:7]=1. The catalyst class is: 2. (2) Reactant: [Cl:1][C:2]1[CH:3]=[N:4][N:5]([CH3:40])[C:6]=1[C:7]1[CH:8]=[C:9]([C:13]([NH:15][C@@H:16]([CH2:29][C:30]2[CH:35]=[CH:34][CH:33]=[CH:32][C:31]=2[C:36]([F:39])([F:38])[F:37])[CH2:17][N:18]2C(=O)C3C(=CC=CC=3)C2=O)=[O:14])[O:10][C:11]=1[CH3:12].NN. Product: [NH2:18][CH2:17][C@@H:16]([NH:15][C:13]([C:9]1[O:10][C:11]([CH3:12])=[C:7]([C:6]2[N:5]([CH3:40])[N:4]=[CH:3][C:2]=2[Cl:1])[CH:8]=1)=[O:14])[CH2:29][C:30]1[CH:35]=[CH:34][CH:33]=[CH:32][C:31]=1[C:36]([F:39])([F:38])[F:37]. The catalyst class is: 83. (3) Reactant: [C:1]([C:4]1[S:8][C:7]([CH3:9])=[N:6][C:5]=1[C:10]([O:12]CC)=[O:11])(=[O:3])[CH3:2].[OH-].[Na+]. Product: [C:1]([C:4]1[S:8][C:7]([CH3:9])=[N:6][C:5]=1[C:10]([OH:12])=[O:11])(=[O:3])[CH3:2]. The catalyst class is: 5. (4) Reactant: [Cl:1][C:2]1[CH:3]=[C:4]([OH:12])[CH:5]=[C:6]([F:11])[C:7]=1[N+:8]([O-:10])=[O:9].C(=O)([O-])[O-].[Cs+].[Cs+].Cl.Cl[CH2:21][C:22]1[CH:27]=[CH:26][C:25]([CH3:28])=[CH:24][N:23]=1. Product: [Cl:1][C:2]1[CH:3]=[C:4]([CH:5]=[C:6]([F:11])[C:7]=1[N+:8]([O-:10])=[O:9])[O:12][CH2:21][C:22]1[CH:27]=[CH:26][C:25]([CH3:28])=[CH:24][N:23]=1. The catalyst class is: 3. (5) Reactant: Br[C:2]1[CH:7]=[CH:6][C:5]([F:8])=[CH:4][CH:3]=1.CN[C@@H]1CCCC[C@H]1NC.C(=O)([O-])[O-].[Cs+].[Cs+].[CH2:25]([N:27]([CH2:41][CH2:42][C:43]1[CH:47]=[CH:46][NH:45][N:44]=1)[C:28](=[O:40])[C:29]1[CH:34]=[CH:33][CH:32]=[CH:31][C:30]=1[N:35]1[N:39]=[CH:38][CH:37]=[N:36]1)[CH3:26]. Product: [CH2:25]([N:27]([CH2:41][CH2:42][C:43]1[CH:47]=[CH:46][N:45]([C:2]2[CH:7]=[CH:6][C:5]([F:8])=[CH:4][CH:3]=2)[N:44]=1)[C:28](=[O:40])[C:29]1[CH:34]=[CH:33][CH:32]=[CH:31][C:30]=1[N:35]1[N:39]=[CH:38][CH:37]=[N:36]1)[CH3:26]. The catalyst class is: 870. (6) The catalyst class is: 15. Product: [Br:30][C:10]1[S:9][C:8]([NH:11][C:12]([NH:14][C:15]2[CH:20]=[CH:19][C:18]([CH3:21])=[CH:17][C:16]=2[C:22]([CH:24]2[CH2:28][CH2:27][CH2:26][CH2:25]2)=[O:23])=[O:13])=[N:7][C:6]=1[CH2:5][C:4]([OH:3])=[O:29]. Reactant: C([O:3][C:4](=[O:29])[CH2:5][C:6]1[N:7]=[C:8]([NH:11][C:12]([NH:14][C:15]2[CH:20]=[CH:19][C:18]([CH3:21])=[CH:17][C:16]=2[C:22]([CH:24]2[CH2:28][CH2:27][CH2:26][CH2:25]2)=[O:23])=[O:13])[S:9][CH:10]=1)C.[Br:30]N1C(=O)CCC1=O. (7) Reactant: [Si:1]([O:8][C@@H:9]1[CH2:13][N:12]([C:14]2[C:18]([N+:19]([O-])=O)=[CH:17][N:16]([CH3:22])[N:15]=2)[C:11](=[O:23])[CH2:10]1)([C:4]([CH3:7])([CH3:6])[CH3:5])([CH3:3])[CH3:2].C1COCC1. Product: [NH2:19][C:18]1[C:14]([N:12]2[CH2:13][C@@H:9]([O:8][Si:1]([C:4]([CH3:6])([CH3:5])[CH3:7])([CH3:3])[CH3:2])[CH2:10][C:11]2=[O:23])=[N:15][N:16]([CH3:22])[CH:17]=1. The catalyst class is: 352. (8) The catalyst class is: 100. Product: [CH2:1]([C:4]1([C:15]2[CH:16]=[CH:17][C:18]([N:21]3[CH2:25][CH:24]([CH2:26][OH:27])[O:23][C:22]3=[O:33])=[CH:19][CH:20]=2)[O:8][C:7]2=[N:9][C:10]([N+:12]([O-:14])=[O:13])=[CH:11][N:6]2[CH2:5]1)[CH:2]=[CH2:3]. Reactant: [CH2:1]([C:4]1([C:15]2[CH:20]=[CH:19][C:18]([N:21]3[CH2:25][CH:24]([CH2:26][O:27]C(=O)CCC)[O:23][C:22]3=[O:33])=[CH:17][CH:16]=2)[O:8][C:7]2=[N:9][C:10]([N+:12]([O-:14])=[O:13])=[CH:11][N:6]2[CH2:5]1)[CH:2]=[CH2:3].C([O-])([O-])=O.[K+].[K+]. (9) Reactant: CC1C=CC(S(OCC2CC3C=CC=C(OC)C=3O2)(=O)=O)=CC=1.[N-]=[N+]=[N-].[Na+].N(CC1CC2C=C(Cl)C=C(C3C=CSC=3)C=2O1)=[N+]=[N-].[N:47]([CH2:50][CH:51]1[CH2:55][C:54]2[CH:56]=[CH:57][CH:58]=[C:59]([O:60][CH3:61])[C:53]=2[O:52]1)=[N+]=[N-].[N-]=[N+]=[N-]. Product: [CH3:61][O:60][C:59]1[C:53]2[O:52][CH:51]([CH2:50][NH2:47])[CH2:55][C:54]=2[CH:56]=[CH:57][CH:58]=1. The catalyst class is: 45.